Task: Predict the reaction yield, written as a fraction of the theoretical maximum amount of product (1.0 means a 100% yield; for example, 0.34 means a 34% yield).. Dataset: Reaction yield outcomes from USPTO patents with 853,638 reactions The reactants are [NH:1]([C:3]([O:5][C:6]([CH3:9])([CH3:8])[CH3:7])=[O:4])[NH2:2].[F:10][C:11]1[CH:16]=[CH:15][C:14]([C:17](=O)[CH2:18][CH2:19][CH2:20][C:21]([OH:23])=[O:22])=[CH:13][CH:12]=1. The catalyst is C1COCC1. The product is [C:6]([O:5][C:3]([NH:1][N:2]=[C:17]([C:14]1[CH:15]=[CH:16][C:11]([F:10])=[CH:12][CH:13]=1)[CH2:18][CH2:19][CH2:20][C:21]([OH:23])=[O:22])=[O:4])([CH3:9])([CH3:8])[CH3:7]. The yield is 0.990.